This data is from Peptide-MHC class I binding affinity with 185,985 pairs from IEDB/IMGT. The task is: Regression. Given a peptide amino acid sequence and an MHC pseudo amino acid sequence, predict their binding affinity value. This is MHC class I binding data. (1) The peptide sequence is YTAVVPLVG. The MHC is HLA-B58:01 with pseudo-sequence HLA-B58:01. The binding affinity (normalized) is 0.340. (2) The peptide sequence is KQWIVAGAI. The MHC is HLA-A80:01 with pseudo-sequence HLA-A80:01. The binding affinity (normalized) is 0.0847. (3) The peptide sequence is IESEKNETW. The MHC is HLA-B44:02 with pseudo-sequence HLA-B44:02. The binding affinity (normalized) is 0.587. (4) The peptide sequence is DVPDVENDV. The MHC is Mamu-A01 with pseudo-sequence Mamu-A01. The binding affinity (normalized) is 0.